Dataset: Reaction yield outcomes from USPTO patents with 853,638 reactions. Task: Predict the reaction yield, written as a fraction of the theoretical maximum amount of product (1.0 means a 100% yield; for example, 0.34 means a 34% yield). (1) The reactants are [C:1]([O:5][C:6]([N:8]1[CH2:11][CH:10]([NH:12][C:13]([C:16]#[N:17])([CH3:15])[CH3:14])[CH2:9]1)=[O:7])([CH3:4])([CH3:3])[CH3:2].C([O-])([O-])=[O:19].[K+].[K+].OO. The catalyst is CS(C)=O. The product is [C:1]([O:5][C:6]([N:8]1[CH2:11][CH:10]([NH:12][C:13]([C:16](=[O:19])[NH2:17])([CH3:15])[CH3:14])[CH2:9]1)=[O:7])([CH3:4])([CH3:2])[CH3:3]. The yield is 0.890. (2) The reactants are Cl.[NH:2]1[CH2:5][CH:4]([C:6]2[C:11]([C:12]3[CH:13]=[C:14]([CH3:18])[CH:15]=[CH:16][CH:17]=3)=[N:10][CH:9]=[CH:8][N:7]=2)[CH2:3]1.Cl[C:20]1[CH:29]=[CH:28][C:27]2[C:22](=[CH:23][CH:24]=[CH:25][CH:26]=2)[N:21]=1.C([O-])([O-])=O.[Cs+].[Cs+]. The catalyst is CN(C=O)C.O. The product is [C:14]1([CH3:18])[CH:15]=[CH:16][CH:17]=[C:12]([C:11]2[C:6]([CH:4]3[CH2:5][N:2]([C:20]4[CH:29]=[CH:28][C:27]5[C:22](=[CH:23][CH:24]=[CH:25][CH:26]=5)[N:21]=4)[CH2:3]3)=[N:7][CH:8]=[CH:9][N:10]=2)[CH:13]=1. The yield is 0.250. (3) The reactants are Cl[CH2:2][C:3]1[CH:18]=[CH:17][C:6]([O:7][C:8]2[S:9][C:10]3[CH:16]=[CH:15][CH:14]=[CH:13][C:11]=3[N:12]=2)=[CH:5][CH:4]=1.[C:19]([O:23][C:24]([N:26]1[CH2:31][C@@H:30]2[CH2:32][C@H:27]1[CH2:28][NH:29]2)=[O:25])([CH3:22])([CH3:21])[CH3:20].C(N(CC)CC)C. The catalyst is CC#N. The product is [C:19]([O:23][C:24]([N:26]1[CH2:31][C@@H:30]2[CH2:32][C@H:27]1[CH2:28][N:29]2[CH2:2][C:3]1[CH:18]=[CH:17][C:6]([O:7][C:8]2[S:9][C:10]3[CH:16]=[CH:15][CH:14]=[CH:13][C:11]=3[N:12]=2)=[CH:5][CH:4]=1)=[O:25])([CH3:22])([CH3:20])[CH3:21]. The yield is 0.710. (4) The reactants are C(O)(=O)C.[NH2:5][C:6]1[CH:11]=[C:10]([Cl:12])[CH:9]=[CH:8][C:7]=1[SH:13].[OH:14][C:15]1[CH:16]=[C:17]([CH:20]=[C:21]([OH:23])[CH:22]=1)[CH:18]=O.C([O-])(=O)C.[Na+]. The catalyst is O.C(OCC)(=O)C. The product is [Cl:12][C:10]1[CH:9]=[CH:8][C:7]2[S:13][C:18]([C:17]3[CH:20]=[C:21]([OH:23])[CH:22]=[C:15]([OH:14])[CH:16]=3)=[N:5][C:6]=2[CH:11]=1. The yield is 0.347. (5) The reactants are [F:1][C:2]([F:32])([F:31])[C:3]([NH:5][CH2:6][CH2:7][CH2:8][S:9][C@H:10]1[CH2:27][CH2:26][C@@:25]2([CH3:28])[CH:12]([C:13](=O)[CH2:14][C@@H:15]3[C@@H:24]2[CH2:23][CH2:22][C@@:20]2([CH3:21])[C@H:16]3[CH2:17][CH2:18][C:19]2=[O:29])[CH2:11]1)=[O:4].Cl.[NH2:34][OH:35]. No catalyst specified. The product is [F:1][C:2]([F:31])([F:32])[C:3]([NH:5][CH2:6][CH2:7][CH2:8][S:9][C@H:10]1[CH2:27][CH2:26][C@@:25]2([CH3:28])[CH:12](/[C:13](=[N:34]/[OH:35])/[CH2:14][C@@H:15]3[C@@H:24]2[CH2:23][CH2:22][C@@:20]2([CH3:21])[C@H:16]3[CH2:17][CH2:18][C:19]2=[O:29])[CH2:11]1)=[O:4]. The yield is 0.500. (6) The reactants are [H-].[Na+].[CH3:3][S:4]([NH2:7])(=[O:6])=[O:5].[C:8]([NH:12][C:13]([C:15]1[CH:20]=[CH:19][C:18]([C:21]2[CH:26]=[CH:25][CH:24]=[C:23]([CH:27]3[C:36]([CH3:38])([CH3:37])[CH2:35][C:34]4[C:29](=[CH:30][CH:31]=[C:32]([C:39](O)=[O:40])[CH:33]=4)[NH:28]3)[CH:22]=2)=[CH:17][CH:16]=1)=[O:14])([CH3:11])([CH3:10])[CH3:9].C(N1C=CN=C1)(N1C=CN=C1)=O. The catalyst is CN(C)C=O. The product is [C:8]([NH:12][C:13]([C:15]1[CH:16]=[CH:17][C:18]([C:21]2[CH:26]=[CH:25][CH:24]=[C:23]([CH:27]3[C:36]([CH3:38])([CH3:37])[CH2:35][C:34]4[C:29](=[CH:30][CH:31]=[C:32]([C:39]([NH:7][S:4]([CH3:3])(=[O:6])=[O:5])=[O:40])[CH:33]=4)[NH:28]3)[CH:22]=2)=[CH:19][CH:20]=1)=[O:14])([CH3:11])([CH3:9])[CH3:10]. The yield is 0.200. (7) The reactants are [Cl:1][C:2]1[N:3]=[C:4](Cl)[C:5]2[CH2:10][O:9][CH:8]([C:11]3[CH:16]=[CH:15][C:14]([F:17])=[CH:13][CH:12]=3)[C:6]=2[N:7]=1.Cl.[CH3:20][NH2:21]. No catalyst specified. The product is [Cl:1][C:2]1[N:3]=[C:4]([NH:21][CH3:20])[C:5]2[CH2:10][O:9][CH:8]([C:11]3[CH:16]=[CH:15][C:14]([F:17])=[CH:13][CH:12]=3)[C:6]=2[N:7]=1. The yield is 0.608.